Dataset: Peptide-MHC class I binding affinity with 185,985 pairs from IEDB/IMGT. Task: Regression. Given a peptide amino acid sequence and an MHC pseudo amino acid sequence, predict their binding affinity value. This is MHC class I binding data. (1) The peptide sequence is TESDAIRTL. The MHC is HLA-A30:01 with pseudo-sequence HLA-A30:01. The binding affinity (normalized) is 0.0847. (2) The peptide sequence is FIRYGDASL. The MHC is HLA-B39:01 with pseudo-sequence HLA-B39:01. The binding affinity (normalized) is 0.366. (3) The peptide sequence is HLPRELIFQV. The MHC is Mamu-A02 with pseudo-sequence Mamu-A02. The binding affinity (normalized) is 0. (4) The peptide sequence is HQLWATLLSL. The MHC is HLA-B15:01 with pseudo-sequence HLA-B15:01. The binding affinity (normalized) is 0.946. (5) The peptide sequence is LRQGYRPVFSS. The MHC is Mamu-B08 with pseudo-sequence Mamu-B08. The binding affinity (normalized) is 0.500.